This data is from Peptide-MHC class II binding affinity with 134,281 pairs from IEDB. The task is: Regression. Given a peptide amino acid sequence and an MHC pseudo amino acid sequence, predict their binding affinity value. This is MHC class II binding data. (1) The peptide sequence is PKAKSSQEELSLMYE. The MHC is DRB1_0101 with pseudo-sequence DRB1_0101. The binding affinity (normalized) is 0.277. (2) The peptide sequence is LTPVTMAEVRLAAMFKK. The MHC is HLA-DQA10501-DQB10302 with pseudo-sequence HLA-DQA10501-DQB10302. The binding affinity (normalized) is 0.441. (3) The peptide sequence is AFKVANTAANAAPAN. The MHC is DRB1_0802 with pseudo-sequence DRB1_0802. The binding affinity (normalized) is 0.795. (4) The peptide sequence is IPQEWKPAITVKVLPA. The MHC is DRB1_0101 with pseudo-sequence DRB1_0101. The binding affinity (normalized) is 0.927. (5) The peptide sequence is GKSYDALATFTVNIF. The MHC is HLA-DQA10101-DQB10501 with pseudo-sequence HLA-DQA10101-DQB10501. The binding affinity (normalized) is 0.348. (6) The peptide sequence is AAGDGNIVAVDIKPK. The MHC is DRB1_1201 with pseudo-sequence DRB1_1201. The binding affinity (normalized) is 0.0559. (7) The peptide sequence is TNLKVQLIRMAEAEM. The MHC is DRB3_0101 with pseudo-sequence DRB3_0101. The binding affinity (normalized) is 0.390. (8) The peptide sequence is GGLFTSLGKAVHQVF. The MHC is DRB1_1101 with pseudo-sequence DRB1_1101. The binding affinity (normalized) is 0.944. (9) The peptide sequence is NQTFLQGLRYFIMAY. The MHC is DRB1_0101 with pseudo-sequence DRB1_0101. The binding affinity (normalized) is 0.580. (10) The peptide sequence is AAVGATPEAKFDSFV. The MHC is DRB1_0901 with pseudo-sequence DRB1_0901. The binding affinity (normalized) is 0.291.